This data is from Catalyst prediction with 721,799 reactions and 888 catalyst types from USPTO. The task is: Predict which catalyst facilitates the given reaction. (1) Reactant: [CH3:1][O:2][C:3]1[CH:8]=[CH:7][N:6]=[C:5]([C:9]#[N:10])[CH:4]=1.[H-].[H-].[H-].[H-].[Li+].[Al+3].O.[OH-].[Na+]. Product: [CH3:1][O:2][C:3]1[CH:8]=[CH:7][N:6]=[C:5]([CH2:9][NH2:10])[CH:4]=1. The catalyst class is: 220. (2) Reactant: Br[CH:2]([C:4]1[N:13]=[CH:12][C:11]2[C:6](=[CH:7][CH:8]=[CH:9][CH:10]=2)[N:5]=1)[CH3:3].[Br:14][C:15]1[CH:20]=[CH:19][C:18]([S:21]([N:24]2[CH2:29][CH2:28][NH:27][CH2:26][CH2:25]2)(=[O:23])=[O:22])=[CH:17][CH:16]=1.[I-].[K+].C(=O)([O-])[O-].[K+].[K+]. Product: [Br:14][C:15]1[CH:16]=[CH:17][C:18]([S:21]([N:24]2[CH2:29][CH2:28][N:27]([CH:2]([C:4]3[N:13]=[CH:12][C:11]4[C:6](=[CH:7][CH:8]=[CH:9][CH:10]=4)[N:5]=3)[CH3:3])[CH2:26][CH2:25]2)(=[O:23])=[O:22])=[CH:19][CH:20]=1. The catalyst class is: 10. (3) Reactant: [Cl:1][C:2]1[CH:3]=[C:4]([NH:9][CH2:10][C:11]([N:13]2[CH2:18][CH2:17][CH2:16][C@H:15]([NH:19][C:20]3[C:21]4[CH:28]=[CH:27][N:26](S(C5C=CC(C)=CC=5)(=O)=O)[C:22]=4[N:23]=[CH:24][N:25]=3)[CH2:14]2)=[O:12])[CH:5]=[C:6]([F:8])[CH:7]=1.O.C([O-])([O-])=O.[K+].[K+]. Product: [Cl:1][C:2]1[CH:3]=[C:4]([NH:9][CH2:10][C:11]([N:13]2[CH2:18][CH2:17][CH2:16][C@H:15]([NH:19][C:20]3[C:21]4[CH:28]=[CH:27][NH:26][C:22]=4[N:23]=[CH:24][N:25]=3)[CH2:14]2)=[O:12])[CH:5]=[C:6]([F:8])[CH:7]=1. The catalyst class is: 191. (4) Reactant: [Br:1][C:2]1[CH:3]=[C:4]2[C:9](=[CH:10][CH:11]=1)[C:8](Cl)=[N:7][N:6]=[CH:5]2.C(=O)([O-])[O-].[K+].[K+].[CH3:19][N:20]([CH3:24])[CH2:21][CH2:22][NH2:23]. Product: [Br:1][C:2]1[CH:3]=[C:4]2[C:9](=[CH:10][CH:11]=1)[C:8]([NH:23][CH2:22][CH2:21][N:20]([CH3:24])[CH3:19])=[N:7][N:6]=[CH:5]2. The catalyst class is: 508. (5) Reactant: [C:1]([C:3]1[C:4]([CH3:28])=[C:5]2[C:10](=[CH:11][CH:12]=1)[CH:9]([CH2:13]/[CH:14]=[CH:15]/[C:16]([O:18][CH2:19][CH3:20])=[O:17])[N:8]([C:21]([O:23][C:24]([CH3:27])([CH3:26])[CH3:25])=[O:22])[CH2:7][CH2:6]2)#[N:2]. Product: [C:1]([C:3]1[C:4]([CH3:28])=[C:5]2[C:10](=[CH:11][CH:12]=1)[CH:9]([CH2:13][CH2:14][CH2:15][C:16]([O:18][CH2:19][CH3:20])=[O:17])[N:8]([C:21]([O:23][C:24]([CH3:27])([CH3:26])[CH3:25])=[O:22])[CH2:7][CH2:6]2)#[N:2]. The catalyst class is: 29. (6) Reactant: C(O[C:6](=[O:17])[NH:7][CH2:8][CH2:9][NH:10][C:11]1[CH:16]=[CH:15][CH:14]=[CH:13][N:12]=1)(C)(C)C.[C:18](O)(C(F)(F)F)=O.C(Cl)Cl.C[C:29]1[C:30](C(O)=O)=[C:31]([C:34]([OH:36])=[O:35])[S:32][CH:33]=1.OC1C2N=NNC=2C=CC=1.Cl.C(N=C=N)C. Product: [CH3:18][O:36][C:34]([C:31]1[S:32][C:33]([C:6](=[O:17])[NH:7][CH2:8][CH2:9][NH:10][C:11]2[CH:16]=[CH:15][CH:14]=[CH:13][N:12]=2)=[CH:29][CH:30]=1)=[O:35]. The catalyst class is: 3. (7) Reactant: [Cl:1][C:2]1[CH:3]=[N:4][CH:5]=[C:6]([CH:10]=1)[CH:7]=[N:8][OH:9].ClN1C(=O)CCC1=O.[C:19]([O:24][CH2:25][CH3:26])(=[O:23])[C:20]([CH3:22])=[CH2:21].C(N(CC)CC)C. Product: [Cl:1][C:2]1[CH:10]=[C:6]([C:7]2[CH2:21][C:20]([CH3:22])([C:19]([O:24][CH2:25][CH3:26])=[O:23])[O:9][N:8]=2)[CH:5]=[N:4][CH:3]=1. The catalyst class is: 9. (8) Reactant: Cl.[C:2]1([C:8]2[CH:9]=[C:10]3[C:14](=[C:15]([C:17]([NH2:19])=[O:18])[CH:16]=2)[NH:13][N:12]=[C:11]3[CH:20]2[CH2:25][CH2:24][NH:23][CH2:22][CH2:21]2)[CH:7]=[CH:6][CH:5]=[CH:4][CH:3]=1.C(N(C(C)C)CC)(C)C.[CH3:35][O:36][C:37]1[CH:42]=[CH:41][C:40]([S:43](Cl)(=[O:45])=[O:44])=[CH:39][CH:38]=1. Product: [CH3:35][O:36][C:37]1[CH:38]=[CH:39][C:40]([S:43]([N:23]2[CH2:24][CH2:25][CH:20]([C:11]3[C:10]4[C:14](=[C:15]([C:17]([NH2:19])=[O:18])[CH:16]=[C:8]([C:2]5[CH:3]=[CH:4][CH:5]=[CH:6][CH:7]=5)[CH:9]=4)[NH:13][N:12]=3)[CH2:21][CH2:22]2)(=[O:45])=[O:44])=[CH:41][CH:42]=1. The catalyst class is: 154. (9) Reactant: [C:1]([C:3]1[CH:4]=[C:5]([CH:10]=[CH:11][C:12]=1[CH3:13])[C:6]([O:8][CH3:9])=[O:7])#[CH:2].I[C:15]1[CH:16]=[N:17][C:18]2[C:23]([CH:24]=1)=[CH:22][CH:21]=[CH:20][CH:19]=2.C(N(C(C)C)CC)(C)C. Product: [CH3:13][C:12]1[CH:11]=[CH:10][C:5]([C:6]([O:8][CH3:9])=[O:7])=[CH:4][C:3]=1[C:1]#[C:2][C:15]1[CH:16]=[N:17][C:18]2[C:23]([CH:24]=1)=[CH:22][CH:21]=[CH:20][CH:19]=2. The catalyst class is: 441.